Task: Binary Classification. Given a T-cell receptor sequence (or CDR3 region) and an epitope sequence, predict whether binding occurs between them.. Dataset: TCR-epitope binding with 47,182 pairs between 192 epitopes and 23,139 TCRs (1) The epitope is HTTDPSFLGRY. The TCR CDR3 sequence is CASSQDRTPNGNTEAFF. Result: 0 (the TCR does not bind to the epitope). (2) The epitope is YLQPRTFLL. The TCR CDR3 sequence is CASSQLAGGNTGELFF. Result: 1 (the TCR binds to the epitope). (3) The epitope is ISPRTLNAW. The TCR CDR3 sequence is CASSLYGGSNTGELFF. Result: 0 (the TCR does not bind to the epitope). (4) The epitope is LQPFPQPELPYPQPQ. The TCR CDR3 sequence is CASSPSGSGETQYF. Result: 0 (the TCR does not bind to the epitope). (5) The TCR CDR3 sequence is CASSSGLAGVNEQFF. The epitope is AVFDRKSDAK. Result: 1 (the TCR binds to the epitope). (6) The epitope is KLSYGIATV. The TCR CDR3 sequence is CASSEIDRQYF. Result: 1 (the TCR binds to the epitope).